From a dataset of NCI-60 drug combinations with 297,098 pairs across 59 cell lines. Regression. Given two drug SMILES strings and cell line genomic features, predict the synergy score measuring deviation from expected non-interaction effect. (1) Drug 1: COC1=C2C(=CC3=C1OC=C3)C=CC(=O)O2. Drug 2: COCCOC1=C(C=C2C(=C1)C(=NC=N2)NC3=CC=CC(=C3)C#C)OCCOC.Cl. Cell line: NCIH23. Synergy scores: CSS=-0.0605, Synergy_ZIP=-3.12, Synergy_Bliss=-8.19, Synergy_Loewe=-13.2, Synergy_HSA=-10.3. (2) Drug 1: C1=NNC2=C1C(=O)NC=N2. Drug 2: C(CCl)NC(=O)N(CCCl)N=O. Cell line: TK-10. Synergy scores: CSS=2.33, Synergy_ZIP=-2.27, Synergy_Bliss=-4.82, Synergy_Loewe=-4.43, Synergy_HSA=-4.08. (3) Drug 1: CC1C(C(CC(O1)OC2CC(CC3=C2C(=C4C(=C3O)C(=O)C5=C(C4=O)C(=CC=C5)OC)O)(C(=O)C)O)N)O.Cl. Drug 2: CC1=C(C=C(C=C1)C(=O)NC2=CC(=CC(=C2)C(F)(F)F)N3C=C(N=C3)C)NC4=NC=CC(=N4)C5=CN=CC=C5. Cell line: DU-145. Synergy scores: CSS=16.4, Synergy_ZIP=8.05, Synergy_Bliss=14.4, Synergy_Loewe=-4.87, Synergy_HSA=8.26. (4) Drug 1: C#CCC(CC1=CN=C2C(=N1)C(=NC(=N2)N)N)C3=CC=C(C=C3)C(=O)NC(CCC(=O)O)C(=O)O. Drug 2: CS(=O)(=O)OCCCCOS(=O)(=O)C. Cell line: COLO 205. Synergy scores: CSS=27.5, Synergy_ZIP=-6.98, Synergy_Bliss=-3.97, Synergy_Loewe=6.35, Synergy_HSA=1.21.